This data is from Full USPTO retrosynthesis dataset with 1.9M reactions from patents (1976-2016). The task is: Predict the reactants needed to synthesize the given product. (1) Given the product [NH:8]1[CH2:9][CH2:10][CH:11]([O:14][C:15](=[O:29])[NH:16][C:17]2[CH:22]=[CH:21][CH:20]=[CH:19][C:18]=2[CH:23]2[CH2:28][CH2:27][CH2:26][CH2:25][CH2:24]2)[CH2:12][CH2:13]1, predict the reactants needed to synthesize it. The reactants are: C(OC([N:8]1[CH2:13][CH2:12][CH:11]([O:14][C:15](=[O:29])[NH:16][C:17]2[CH:22]=[CH:21][CH:20]=[CH:19][C:18]=2[CH:23]2[CH2:28][CH2:27][CH2:26][CH2:25][CH2:24]2)[CH2:10][CH2:9]1)=O)(C)(C)C. (2) Given the product [O:1]=[C:2]1[C:10]2[C:5](=[CH:6][CH:7]=[CH:8][CH:9]=2)[C:4](=[O:11])[N:3]1[C:12]1([C:15]([OH:17])=[O:16])[CH2:14][CH2:13]1, predict the reactants needed to synthesize it. The reactants are: [O:1]=[C:2]1[C:10]2[C:5](=[CH:6][CH:7]=[CH:8][CH:9]=2)[C:4](=[O:11])[N:3]1[C:12]1([C:15]([O:17]CCCC)=[O:16])[CH2:14][CH2:13]1.C(O)(C(F)(F)F)=O. (3) Given the product [C:41]([O:40][C:38]([N:32]1[CH2:37][CH2:36][N:35]([C:6](=[O:8])[C:5]2[CH:4]=[CH:3][C:2]([NH2:1])=[CH:10][CH:9]=2)[CH2:34][CH2:33]1)=[O:39])([CH3:44])([CH3:42])[CH3:43], predict the reactants needed to synthesize it. The reactants are: [NH2:1][C:2]1[CH:10]=[CH:9][C:5]([C:6]([OH:8])=O)=[CH:4][CH:3]=1.C(Cl)CCl.C1C=CC2N(O)N=NC=2C=1.C(N(CC)CC)C.[N:32]1([C:38]([O:40][C:41]([CH3:44])([CH3:43])[CH3:42])=[O:39])[CH2:37][CH2:36][NH:35][CH2:34][CH2:33]1.[OH-].[Na+].